Dataset: Retrosynthesis with 50K atom-mapped reactions and 10 reaction types from USPTO. Task: Predict the reactants needed to synthesize the given product. (1) Given the product CCOC(=O)c1c(Nc2cc(Cl)c(Cl)cc2N)sc2ccccc12, predict the reactants needed to synthesize it. The reactants are: CCOC(=O)c1c(Nc2cc(Cl)c(Cl)cc2[N+](=O)[O-])sc2ccccc12. (2) Given the product Cn1c(C(F)(F)F)cc(=O)n(-c2cc(Oc3nccc(OCc4ccccc4)n3)c(Cl)cc2F)c1=O, predict the reactants needed to synthesize it. The reactants are: Clc1nccc(OCc2ccccc2)n1.Cn1c(C(F)(F)F)cc(=O)n(-c2cc(O)c(Cl)cc2F)c1=O. (3) Given the product CC(C)C[C@H](NC(=O)c1cc2ccccc2s1)C(=O)NCC1CCCCN1C(=O)OC(C)(C)C, predict the reactants needed to synthesize it. The reactants are: CC(C)C[C@H](N)C(=O)NCC1CCCCN1C(=O)OC(C)(C)C.O=C(O)c1cc2ccccc2s1. (4) Given the product CCC(Br)C(=O)c1cc2cc(Cl)ccc2s1, predict the reactants needed to synthesize it. The reactants are: CCC(Br)C(=O)Cl.Clc1ccc2sccc2c1. (5) Given the product CN1CCN(c2ncc(Sc3cccc(N)c3)c(OCc3cccnc3)n2)CC1, predict the reactants needed to synthesize it. The reactants are: CC(=O)Nc1cccc(Sc2cnc(N3CCN(C)CC3)nc2OCc2cccnc2)c1. (6) Given the product CCCc1c(CCCC(=O)O)cccc1-c1noc(-c2ccc(OC(C)C)c(C#N)c2)n1, predict the reactants needed to synthesize it. The reactants are: CCCc1c(CCCC(=O)OCC)cccc1-c1noc(-c2ccc(OC(C)C)c(C#N)c2)n1. (7) Given the product CCOC(=O)c1cccc(NC(=O)C(CS)Cc2ccccc2)c1, predict the reactants needed to synthesize it. The reactants are: CCOC(=O)c1cccc(NC(=O)C(CSC(C)=O)Cc2ccccc2)c1. (8) Given the product O=C(c1cccc2ccccc12)N1CC[C@H](NCc2ccnc3ccccc23)C[C@H]1Cc1ccccc1, predict the reactants needed to synthesize it. The reactants are: O=C(c1cccc2ccccc12)N1CC[C@H](N(Cc2ccnc3ccccc23)C(=O)C(F)(F)F)C[C@H]1Cc1ccccc1.